The task is: Binary Classification. Given a drug SMILES string, predict its activity (active/inactive) in a high-throughput screening assay against a specified biological target.. This data is from Orexin1 receptor HTS with 218,158 compounds and 233 confirmed actives. (1) The compound is O1CCN(CC1)c1nnc(N2CCN(CC2)C(=O)c2c(cccc2)C)cc1. The result is 0 (inactive). (2) The compound is S(=O)(=O)(N1CCC(CC1)c1oc2c(n1)cccc2)c1c(cccc1)C(OC)=O. The result is 0 (inactive). (3) The compound is Fc1cc(Oc2nc(nc3c2cccc3)c2cccnc2)c([N+]([O-])=O)cc1. The result is 0 (inactive). (4) The drug is S=C(Nc1ccc(N2CCN(CC2)C(=O)c2ccc(cc2)C)cc1)NC(=O)c1sccc1. The result is 0 (inactive).